Predict the reactants needed to synthesize the given product. From a dataset of Full USPTO retrosynthesis dataset with 1.9M reactions from patents (1976-2016). (1) Given the product [CH2:13]([O:15][C:16](=[O:25])[C:17]([F:36])([C:19]1[CH:24]=[CH:23][CH:22]=[CH:21][CH:20]=1)[CH3:18])[CH3:14], predict the reactants needed to synthesize it. The reactants are: C(NC(C)C)(C)C.C([Li])CCC.[CH2:13]([O:15][C:16](=[O:25])[CH:17]([C:19]1[CH:24]=[CH:23][CH:22]=[CH:21][CH:20]=1)[CH3:18])[CH3:14].C1C=CC(S(N(S(C2C=CC=CC=2)(=O)=O)[F:36])(=O)=O)=CC=1. (2) Given the product [NH2:17][C:16]1[N:15]=[CH:14][N:13]=[C:12]2[N:8]([C:5]3[CH:6]=[CH:7][C:2]([NH:1][S:26]([C:23]4[CH:22]=[CH:21][C:20]([O:19][CH3:18])=[CH:25][CH:24]=4)(=[O:28])=[O:27])=[CH:3][CH:4]=3)[N:9]=[CH:10][C:11]=12, predict the reactants needed to synthesize it. The reactants are: [NH2:1][C:2]1[CH:7]=[CH:6][C:5]([N:8]2[C:12]3=[N:13][CH:14]=[N:15][C:16]([NH2:17])=[C:11]3[CH:10]=[N:9]2)=[CH:4][CH:3]=1.[CH3:18][O:19][C:20]1[CH:25]=[CH:24][C:23]([S:26](Cl)(=[O:28])=[O:27])=[CH:22][CH:21]=1.C(N(C(C)C)CC)(C)C.CN(C=O)C. (3) The reactants are: Cl.[Br:2][C:3]1[CH:8]=[CH:7][C:6]([NH:9]N)=[CH:5][CH:4]=1.[CH3:11][CH:12]1[CH2:17][CH2:16][CH2:15][CH2:14][C:13]1=O. Given the product [Br:2][C:3]1[CH:8]=[C:7]2[C:6](=[CH:5][CH:4]=1)[NH:9][CH:17]1[C:12]2([CH3:11])[CH2:13][CH2:14][CH2:15][CH2:16]1, predict the reactants needed to synthesize it.